Dataset: Reaction yield outcomes from USPTO patents with 853,638 reactions. Task: Predict the reaction yield, written as a fraction of the theoretical maximum amount of product (1.0 means a 100% yield; for example, 0.34 means a 34% yield). (1) The reactants are [NH2:1][C:2]1[CH:3]=[C:4]([CH:20]=[CH:21][C:22]=1[O:23][CH:24]1[CH2:26][CH2:25]1)[C:5]([NH:7][C:8]1[CH:13]=[CH:12][C:11]([C:14]2[CH:19]=[CH:18][CH:17]=[CH:16][CH:15]=2)=[CH:10][CH:9]=1)=[O:6].[N:27]1([C:33]2([C:36](O)=[O:37])[CH2:35][CH2:34]2)[CH2:32][CH2:31][O:30][CH2:29][CH2:28]1.C1CN([P+](ON2N=NC3C=CC=CC2=3)(N2CCCC2)N2CCCC2)CC1.F[P-](F)(F)(F)(F)F.C(N(C(C)C)C(C)C)C. The catalyst is CN(C=O)C.O. The product is [C:11]1([C:14]2[CH:19]=[CH:18][CH:17]=[CH:16][CH:15]=2)[CH:10]=[CH:9][C:8]([NH:7][C:5](=[O:6])[C:4]2[CH:20]=[CH:21][C:22]([O:23][CH:24]3[CH2:25][CH2:26]3)=[C:2]([NH:1][C:36]([C:33]3([N:27]4[CH2:32][CH2:31][O:30][CH2:29][CH2:28]4)[CH2:35][CH2:34]3)=[O:37])[CH:3]=2)=[CH:13][CH:12]=1. The yield is 0.440. (2) The reactants are Cl[C:2]1[CH:11]=[CH:10][C:5]([C:6]([O:8][CH3:9])=[O:7])=[CH:4][N:3]=1.[F:12][C:13]([F:18])([F:17])[CH2:14][CH2:15][OH:16]. No catalyst specified. The product is [F:12][C:13]([F:18])([F:17])[CH2:14][CH2:15][O:16][C:2]1[CH:11]=[CH:10][C:5]([C:6]([O:8][CH3:9])=[O:7])=[CH:4][N:3]=1. The yield is 0.470. (3) The yield is 0.750. The product is [Cl:1][C:2]1[CH:3]=[C:4]([NH:10][C:11]2[CH:16]=[CH:15][C:14]([N:17]3[CH2:22][CH2:21][N:20]([CH:26]4[CH2:27][O:24][CH2:25]4)[CH2:19][C@@H:18]3[CH3:23])=[CH:13][N:12]=2)[C:5](=[O:9])[N:6]([CH3:8])[N:7]=1. The catalyst is CO.[Cl-].[Zn+2].[Cl-]. The reactants are [Cl:1][C:2]1[CH:3]=[C:4]([NH:10][C:11]2[CH:16]=[CH:15][C:14]([N:17]3[CH2:22][CH2:21][NH:20][CH2:19][C@@H:18]3[CH3:23])=[CH:13][N:12]=2)[C:5](=[O:9])[N:6]([CH3:8])[N:7]=1.[O:24]1[CH2:27][C:26](=O)[CH2:25]1.[BH3-]C#N.[Na+].O. (4) The reactants are [NH2:1][C:2]1[CH:7]=[CH:6][C:5]([CH2:8][C:9]([O:11][C:12]([CH3:15])([CH3:14])[CH3:13])=[O:10])=[CH:4][C:3]=1[O:16][CH3:17].[C:18]1([CH3:27])[C:19]([N:24]=[C:25]=[O:26])=[CH:20][CH:21]=[CH:22][CH:23]=1. The catalyst is C(Cl)Cl. The product is [CH3:17][O:16][C:3]1[CH:4]=[C:5]([CH2:8][C:9]([O:11][C:12]([CH3:14])([CH3:13])[CH3:15])=[O:10])[CH:6]=[CH:7][C:2]=1[NH:1][C:25]([NH:24][C:19]1[CH:20]=[CH:21][CH:22]=[CH:23][C:18]=1[CH3:27])=[O:26]. The yield is 0.970. (5) The reactants are C(OC(=O)[NH:7][C@@H:8]1[CH2:13][CH2:12][C@@H:11]([C:14](=[O:27])[NH:15][C:16]2[CH:17]=[CH:18][CH:19]=[C:20]3[C:25]=2[N:24]=[C:23]([CH3:26])[CH:22]=[CH:21]3)[CH2:10][C@H:9]1[O:28][CH3:29])(C)(C)C. The catalyst is ClCCl. The product is [CH3:26][C:23]1[CH:22]=[CH:21][C:20]2[C:25](=[C:16]([NH:15][C:14]([C@@H:11]3[CH2:12][CH2:13][C@@H:8]([NH2:7])[C@H:9]([O:28][CH3:29])[CH2:10]3)=[O:27])[CH:17]=[CH:18][CH:19]=2)[N:24]=1. The yield is 0.950. (6) The catalyst is O.O1CCCC1. The yield is 0.180. The reactants are [CH3:1][C:2]1[N:6]([CH:7]2[CH2:12][CH2:11][O:10][CH2:9][CH2:8]2)[C:5]2[CH:13]=[CH:14][C:15]([C:17]([OH:19])=O)=[CH:16][C:4]=2[N:3]=1.S(Cl)(Cl)=O.[NH2:24][C:25]1[CH:30]=[C:29]([CH2:31][CH3:32])[CH:28]=[CH:27][C:26]=1O.C(N(CC)CC)C.CS(O)(=O)=O.C(=O)([O-])O.[Na+]. The product is [CH2:31]([C:29]1[CH:28]=[CH:27][C:26]2[O:19][C:17]([C:15]3[CH:14]=[CH:13][C:5]4[N:6]([CH:7]5[CH2:8][CH2:9][O:10][CH2:11][CH2:12]5)[C:2]([CH3:1])=[N:3][C:4]=4[CH:16]=3)=[N:24][C:25]=2[CH:30]=1)[CH3:32]. (7) The reactants are [Cl:1][C:2]1[CH:7]=[CH:6][C:5]([S:8]([CH2:11][CH:12]([CH2:15][CH2:16][CH2:17][CH3:18])[CH:13]=[O:14])(=[O:10])=[O:9])=[CH:4][CH:3]=1.O[CH:20]([CH:22]=[CH2:23])[CH3:21].C1(C)C=CC(S(O)(=O)=O)=CC=1. The catalyst is C1(C)C=CC=CC=1.C(OCC)(=O)C. The product is [CH2:15]([C:12]([CH2:11][S:8]([C:5]1[CH:4]=[CH:3][C:2]([Cl:1])=[CH:7][CH:6]=1)(=[O:9])=[O:10])([CH2:21]/[CH:20]=[CH:22]/[CH3:23])[CH:13]=[O:14])[CH2:16][CH2:17][CH3:18]. The yield is 0.980. (8) The reactants are [NH:1]1[C:5]2=[N:6][CH:7]=[CH:8][CH:9]=[C:4]2[C:3]([C:10]([C:12]2[CH:13]=[N:14][C:15]([NH:18][CH2:19][C:20]3[CH:25]=[CH:24][C:23]([C:26]([F:29])([F:28])[F:27])=[CH:22][CH:21]=3)=[CH:16][CH:17]=2)=[O:11])=[CH:2]1.[BH4-].[Na+].O. The catalyst is CN(C)C=O.C(O)C. The product is [NH:1]1[C:5]2=[N:6][CH:7]=[CH:8][CH:9]=[C:4]2[C:3]([CH:10]([C:12]2[CH:13]=[N:14][C:15]([NH:18][CH2:19][C:20]3[CH:25]=[CH:24][C:23]([C:26]([F:27])([F:29])[F:28])=[CH:22][CH:21]=3)=[CH:16][CH:17]=2)[OH:11])=[CH:2]1. The yield is 0.300. (9) The reactants are [CH3:1][C:2]1[C:6]([CH2:7][N:8]2[CH:12]=[C:11]([N:13]3[C:17](=[O:18])[CH2:16][NH:15][C:14]3=[O:19])[CH:10]=[N:9]2)=[C:5]([CH3:20])[O:4][N:3]=1.Br[CH2:22][C:23]1[CH:28]=[CH:27][CH:26]=[CH:25][C:24]=1[O:29][CH3:30]. No catalyst specified. The product is [CH3:1][C:2]1[C:6]([CH2:7][N:8]2[CH:12]=[C:11]([N:13]3[C:17](=[O:18])[CH2:16][N:15]([CH2:22][C:23]4[CH:28]=[CH:27][CH:26]=[CH:25][C:24]=4[O:29][CH3:30])[C:14]3=[O:19])[CH:10]=[N:9]2)=[C:5]([CH3:20])[O:4][N:3]=1. The yield is 0.330.